Predict which catalyst facilitates the given reaction. From a dataset of Catalyst prediction with 721,799 reactions and 888 catalyst types from USPTO. Reactant: [NH2:1][C:2]1([C:5]([OH:7])=[O:6])[CH2:4][CH2:3]1.C(=O)([O-])[O-].[K+].[K+].[CH2:14](Br)[C:15]1[CH:20]=[CH:19][CH:18]=[CH:17][CH:16]=1. Product: [CH2:14]([N:1]([CH2:14][C:15]1[CH:20]=[CH:19][CH:18]=[CH:17][CH:16]=1)[C:2]1([C:5]([O:7][CH2:14][C:15]2[CH:20]=[CH:19][CH:18]=[CH:17][CH:16]=2)=[O:6])[CH2:4][CH2:3]1)[C:15]1[CH:20]=[CH:19][CH:18]=[CH:17][CH:16]=1. The catalyst class is: 10.